Dataset: Catalyst prediction with 721,799 reactions and 888 catalyst types from USPTO. Task: Predict which catalyst facilitates the given reaction. (1) Reactant: Cl[C:2]1[CH:9]=[N:8][CH:7]=[C:6]([C:10]2[CH:15]=[CH:14][C:13]([O:16][C:17]3[CH:22]=[CH:21][CH:20]=[CH:19][CH:18]=3)=[CH:12][CH:11]=2)[C:3]=1[C:4]#[N:5].[F-:23].[K+]. Product: [F:23][C:2]1[CH:9]=[N:8][CH:7]=[C:6]([C:10]2[CH:15]=[CH:14][C:13]([O:16][C:17]3[CH:22]=[CH:21][CH:20]=[CH:19][CH:18]=3)=[CH:12][CH:11]=2)[C:3]=1[C:4]#[N:5]. The catalyst class is: 58. (2) Reactant: [Cl:1][C:2]1[N:7]=[CH:6][C:5]([O:8][CH2:9][CH:10]2[CH2:15][CH2:14][N:13](C(OC(C)(C)C)=O)[CH2:12][CH2:11]2)=[CH:4][N:3]=1.Cl.O1CCOCC1. Product: [ClH:1].[Cl:1][C:2]1[N:7]=[CH:6][C:5]([O:8][CH2:9][CH:10]2[CH2:15][CH2:14][NH:13][CH2:12][CH2:11]2)=[CH:4][N:3]=1. The catalyst class is: 2.